Dataset: Buchwald-Hartwig C-N cross coupling reaction yields with 55,370 reactions. Task: Predict the reaction yield, written as a fraction of the theoretical maximum amount of product (1.0 means a 100% yield; for example, 0.34 means a 34% yield). (1) The reactants are Brc1ccccn1.Cc1ccc(N)cc1.O=S(=O)(O[Pd]1c2ccccc2-c2ccccc2N~1)C(F)(F)F.COc1ccc(OC)c(P([C@]23C[C@H]4C[C@H](C[C@H](C4)C2)C3)[C@]23C[C@H]4C[C@H](C[C@H](C4)C2)C3)c1-c1c(C(C)C)cc(C(C)C)cc1C(C)C.CN(C)C(=NC(C)(C)C)N(C)C.c1ccc2nocc2c1. No catalyst specified. The product is Cc1ccc(Nc2ccccn2)cc1. The yield is 0.0747. (2) The reactants are FC(F)(F)c1ccc(Cl)cc1.Cc1ccc(N)cc1.O=S(=O)(O[Pd]1c2ccccc2-c2ccccc2N~1)C(F)(F)F.COc1ccc(OC)c(P([C@]23C[C@H]4C[C@H](C[C@H](C4)C2)C3)[C@]23C[C@H]4C[C@H](C[C@H](C4)C2)C3)c1-c1c(C(C)C)cc(C(C)C)cc1C(C)C.CN(C)C(=NC(C)(C)C)N(C)C.COC(=O)c1cc(-c2ccco2)on1. No catalyst specified. The product is Cc1ccc(Nc2ccc(C(F)(F)F)cc2)cc1. The yield is 0.0244. (3) The reactants are COc1ccc(I)cc1.Cc1ccc(N)cc1.O=S(=O)(O[Pd]1c2ccccc2-c2ccccc2N~1)C(F)(F)F.CC(C)c1cc(C(C)C)c(-c2ccccc2P(C2CCCCC2)C2CCCCC2)c(C(C)C)c1.CN1CCCN2CCCN=C12.CCOC(=O)c1cnoc1C. No catalyst specified. The product is COc1ccc(Nc2ccc(C)cc2)cc1. The yield is 0.103. (4) The reactants are Clc1ccccn1.Cc1ccc(N)cc1.O=S(=O)(O[Pd]1c2ccccc2-c2ccccc2N~1)C(F)(F)F.CC(C)c1cc(C(C)C)c(-c2ccccc2P(C(C)(C)C)C(C)(C)C)c(C(C)C)c1.CN(C)C(=NC(C)(C)C)N(C)C.c1ccc(-c2cnoc2)cc1. No catalyst specified. The product is Cc1ccc(Nc2ccccn2)cc1. The yield is 0.694.